This data is from Catalyst prediction with 721,799 reactions and 888 catalyst types from USPTO. The task is: Predict which catalyst facilitates the given reaction. (1) Reactant: [C:1]([C:3]([C:6]1[CH:7]=[C:8]([CH:20]=[CH:21][CH:22]=1)[C:9]([NH:11][C:12]1[CH:17]=[CH:16][C:15]([CH3:18])=[C:14]([OH:19])[CH:13]=1)=[O:10])([CH3:5])[CH3:4])#[N:2].Br[C:24]1[CH:25]=[CH:26][C:27]([N+:30]([O-:32])=[O:31])=[N:28][CH:29]=1.C(=O)([O-])[O-].[Cs+].[Cs+].O. Product: [C:1]([C:3]([C:6]1[CH:7]=[C:8]([CH:20]=[CH:21][CH:22]=1)[C:9]([NH:11][C:12]1[CH:17]=[CH:16][C:15]([CH3:18])=[C:14]([O:19][C:24]2[CH:29]=[N:28][C:27]([N+:30]([O-:32])=[O:31])=[CH:26][CH:25]=2)[CH:13]=1)=[O:10])([CH3:4])[CH3:5])#[N:2]. The catalyst class is: 9. (2) Reactant: C([N:8]1[C:12]([NH:13][CH:14]2[CH2:23][CH2:22][C:17]3([O:21][CH2:20][CH2:19][O:18]3)[CH2:16][CH2:15]2)=[CH:11][CH:10]=[N:9]1)C1C=CC=CC=1.C(O)(=O)C.C([O-])=O.[NH4+].C(OCC)(=O)C. Product: [O:18]1[C:17]2([CH2:16][CH2:15][CH:14]([NH:13][C:12]3[NH:8][N:9]=[CH:10][CH:11]=3)[CH2:23][CH2:22]2)[O:21][CH2:20][CH2:19]1. The catalyst class is: 421. (3) Reactant: F[C:2]1[CH:9]=[C:8]([C:10]2[C:18]3[CH2:17][C:16]([CH3:20])([CH3:19])[CH2:15][C:14](=[O:21])[C:13]=3[N:12]([CH3:22])[CH:11]=2)[CH:7]=[CH:6][C:3]=1[C:4]#[N:5].[OH:23][C@H:24]1[CH2:29][CH2:28][C@H:27]([NH2:30])[CH2:26][CH2:25]1.C(N(CC)C(C)C)(C)C. Product: [OH:23][CH:24]1[CH2:29][CH2:28][CH:27]([NH:30][C:2]2[CH:9]=[C:8]([C:10]3[C:18]4[CH2:17][C:16]([CH3:20])([CH3:19])[CH2:15][C:14](=[O:21])[C:13]=4[N:12]([CH3:22])[CH:11]=3)[CH:7]=[CH:6][C:3]=2[C:4]#[N:5])[CH2:26][CH2:25]1. The catalyst class is: 16.